From a dataset of Forward reaction prediction with 1.9M reactions from USPTO patents (1976-2016). Predict the product of the given reaction. (1) The product is: [Cl:55][C:50]1[CH:49]=[C:48]([CH:53]=[CH:52][C:51]=1[Cl:54])[CH2:47][O:46][C:43]1[CH:42]=[CH:41][C:40]([C@H:38]2[CH2:37][O:36][C:32]3=[CH:33][C:34]4[CH2:35][C@@H:26]([C:24]([NH:23][C@@H:6]([CH2:7][C:8]5[CH:13]=[CH:12][C:11]([O:14][C:15]6[CH:20]=[CH:19][N:18]=[C:17]([CH3:21])[C:16]=6[CH3:22])=[CH:10][CH:9]=5)[C:5]([OH:4])=[O:56])=[O:25])[N:27]([S:60]([CH:58]([CH3:59])[CH3:57])(=[O:62])=[O:61])[CH2:28][C:29]=4[CH:30]=[C:31]3[O:39]2)=[CH:45][CH:44]=1. Given the reactants Cl.Cl.C[O:4][C:5](=[O:56])[C@@H:6]([NH:23][C:24]([C@@H:26]1[CH2:35][C:34]2[CH:33]=[C:32]3[O:36][CH2:37][C@H:38]([C:40]4[CH:45]=[CH:44][C:43]([O:46][CH2:47][C:48]5[CH:53]=[CH:52][C:51]([Cl:54])=[C:50]([Cl:55])[CH:49]=5)=[CH:42][CH:41]=4)[O:39][C:31]3=[CH:30][C:29]=2[CH2:28][NH:27]1)=[O:25])[CH2:7][C:8]1[CH:13]=[CH:12][C:11]([O:14][C:15]2[CH:20]=[CH:19][N:18]=[C:17]([CH3:21])[C:16]=2[CH3:22])=[CH:10][CH:9]=1.[CH3:57][CH:58]([S:60](Cl)(=[O:62])=[O:61])[CH3:59], predict the reaction product. (2) Given the reactants [F:1][C:2]1[CH:3]=[C:4]([C:8]2([C:14](O)=[O:15])[CH2:13][CH2:12][CH2:11][CH2:10][CH2:9]2)[CH:5]=[CH:6][CH:7]=1.[H-].[Al+3].[Li+].[H-].[H-].[H-], predict the reaction product. The product is: [F:1][C:2]1[CH:3]=[C:4]([C:8]2([CH2:14][OH:15])[CH2:13][CH2:12][CH2:11][CH2:10][CH2:9]2)[CH:5]=[CH:6][CH:7]=1.